From a dataset of NCI-60 drug combinations with 297,098 pairs across 59 cell lines. Regression. Given two drug SMILES strings and cell line genomic features, predict the synergy score measuring deviation from expected non-interaction effect. (1) Drug 1: CCCCCOC(=O)NC1=NC(=O)N(C=C1F)C2C(C(C(O2)C)O)O. Drug 2: C1=NC2=C(N=C(N=C2N1C3C(C(C(O3)CO)O)F)Cl)N. Cell line: PC-3. Synergy scores: CSS=6.36, Synergy_ZIP=-3.59, Synergy_Bliss=-0.574, Synergy_Loewe=-8.41, Synergy_HSA=-0.493. (2) Synergy scores: CSS=-0.198, Synergy_ZIP=0.937, Synergy_Bliss=1.05, Synergy_Loewe=0.335, Synergy_HSA=-0.214. Drug 1: C1=CN(C=N1)CC(O)(P(=O)(O)O)P(=O)(O)O. Cell line: UACC-257. Drug 2: COC1=C2C(=CC3=C1OC=C3)C=CC(=O)O2. (3) Drug 2: CN1C2=C(C=C(C=C2)N(CCCl)CCCl)N=C1CCCC(=O)O.Cl. Synergy scores: CSS=33.3, Synergy_ZIP=-0.673, Synergy_Bliss=-4.54, Synergy_Loewe=-36.2, Synergy_HSA=-3.76. Drug 1: CC1CCC2CC(C(=CC=CC=CC(CC(C(=O)C(C(C(=CC(C(=O)CC(OC(=O)C3CCCCN3C(=O)C(=O)C1(O2)O)C(C)CC4CCC(C(C4)OC)OCCO)C)C)O)OC)C)C)C)OC. Cell line: SF-295. (4) Drug 1: CN(C)C1=NC(=NC(=N1)N(C)C)N(C)C. Drug 2: CCN(CC)CCCC(C)NC1=C2C=C(C=CC2=NC3=C1C=CC(=C3)Cl)OC. Cell line: UACC62. Synergy scores: CSS=9.96, Synergy_ZIP=-0.504, Synergy_Bliss=4.22, Synergy_Loewe=-0.751, Synergy_HSA=3.34. (5) Drug 1: CC12CCC3C(C1CCC2=O)CC(=C)C4=CC(=O)C=CC34C. Drug 2: C1CNP(=O)(OC1)N(CCCl)CCCl. Cell line: NCI/ADR-RES. Synergy scores: CSS=35.4, Synergy_ZIP=-0.226, Synergy_Bliss=-2.73, Synergy_Loewe=-23.3, Synergy_HSA=-5.35.